Dataset: Reaction yield outcomes from USPTO patents with 853,638 reactions. Task: Predict the reaction yield, written as a fraction of the theoretical maximum amount of product (1.0 means a 100% yield; for example, 0.34 means a 34% yield). (1) The reactants are [Sn](Cl)Cl.[N+:4]([C:7]1[CH:12]=[CH:11][CH:10]=[C:9]([O:13][CH2:14][CH2:15][CH2:16][CH2:17][CH2:18][C:19]2[CH:24]=[CH:23][CH:22]=[CH:21][CH:20]=2)[CH:8]=1)([O-])=O.C(=O)(O)[O-].[Na+]. The catalyst is C(O)C. The product is [C:19]1([CH2:18][CH2:17][CH2:16][CH2:15][CH2:14][O:13][C:9]2[CH:8]=[C:7]([NH2:4])[CH:12]=[CH:11][CH:10]=2)[CH:24]=[CH:23][CH:22]=[CH:21][CH:20]=1. The yield is 0.820. (2) The reactants are CSC.B.[Br:5][C:6]1[CH:7]=[C:8]2[C:13](=[CH:14][CH:15]=1)[NH:12][C:11](=O)[C:10](=O)[NH:9]2. The catalyst is C1COCC1. The product is [Br:5][C:6]1[CH:7]=[C:8]2[C:13](=[CH:14][CH:15]=1)[NH:12][CH2:11][CH2:10][NH:9]2. The yield is 0.650. (3) The yield is 0.850. The catalyst is C(Cl)Cl.CC(OC)(C)C.O. The reactants are C(Cl)(=O)C(Cl)=O.CS(C)=O.[CH3:11][C:12]1[CH:17]=[CH:16][C:15]([S:18]([O:21][C@@H:22]([CH2:92][C:93]([Br:95])=[CH2:94])[CH2:23][CH2:24][C@@:25]23[O:91][C@@H:28]4[C@H:29]5[C@@H:34]([O:35][C@@H:27]4[CH2:26]2)[C@@H:33]([O:36]3)[C@H:32]2[O:37][C@@H:38]([CH2:41][C:42](=[O:90])[CH2:43][C@@H:44]3[C@@H:48]([O:49][CH3:50])[C@@H:47]([CH2:51][C@H:52]([O:62][Si:63]([C:66]([CH3:69])([CH3:68])[CH3:67])([CH3:65])[CH3:64])[CH2:53][O:54][Si:55]([C:58]([CH3:61])([CH3:60])[CH3:59])([CH3:57])[CH3:56])[O:46][C@H:45]3[CH2:70][C@@H:71]3[C:76](=[CH2:77])[C@H:75]([CH3:78])[CH2:74][C@H:73]([CH2:79][CH2:80][CH2:81][O:82][Si](CC)(CC)CC)[O:72]3)[CH2:39][CH2:40][C@@H:31]2[O:30]5)(=[O:20])=[O:19])=[CH:14][CH:13]=1.C(N(CC)CC)C. The product is [CH3:11][C:12]1[CH:17]=[CH:16][C:15]([S:18]([O:21][C@@H:22]([CH2:92][C:93]([Br:95])=[CH2:94])[CH2:23][CH2:24][C@@:25]23[O:91][C@@H:28]4[C@H:29]5[C@@H:34]([O:35][C@@H:27]4[CH2:26]2)[C@@H:33]([O:36]3)[C@H:32]2[O:37][C@@H:38]([CH2:41][C:42](=[O:90])[CH2:43][C@@H:44]3[C@@H:48]([O:49][CH3:50])[C@@H:47]([CH2:51][C@H:52]([O:62][Si:63]([C:66]([CH3:67])([CH3:69])[CH3:68])([CH3:64])[CH3:65])[CH2:53][O:54][Si:55]([C:58]([CH3:61])([CH3:59])[CH3:60])([CH3:56])[CH3:57])[O:46][C@H:45]3[CH2:70][C@@H:71]3[C:76](=[CH2:77])[C@H:75]([CH3:78])[CH2:74][C@H:73]([CH2:79][CH2:80][CH:81]=[O:82])[O:72]3)[CH2:39][CH2:40][C@@H:31]2[O:30]5)(=[O:20])=[O:19])=[CH:14][CH:13]=1. (4) The reactants are [Br:1][C:2]1[CH:7]=[CH:6][C:5]([O:8][CH3:9])=[CH:4][C:3]=1[CH3:10].[Br:11]N1C(=O)CCC1=O. The catalyst is ClCCl.C(OOC(=O)C1C=CC=CC=1)(=O)C1C=CC=CC=1. The product is [Br:1][C:2]1[CH:7]=[CH:6][C:5]([O:8][CH3:9])=[CH:4][C:3]=1[CH2:10][Br:11]. The yield is 0.720. (5) The reactants are [Br:1][C:2]1[N:7]=[C:6]([C:8]([CH3:10])=[CH2:9])[C:5]([F:11])=[CH:4][CH:3]=1.[OH2:12].C[N+]1([O-])CC[O:17]CC1.S(S([O-])=O)([O-])=O.[Na+].[Na+]. The catalyst is CC(C)=O.O.[Os](=O)(=O)(=O)=O. The product is [Br:1][C:2]1[N:7]=[C:6]([C:8]([OH:17])([CH3:10])[CH2:9][OH:12])[C:5]([F:11])=[CH:4][CH:3]=1. The yield is 0.910. (6) The reactants are [Cl:1][C:2]1[CH:6]=[N:5][N:4]([CH3:7])[C:3]=1[C:8]1[CH:9]=[C:10]([NH:15][C:16]([NH:18][C:19]2[CH:24]=[CH:23][C:22]([F:25])=[CH:21][C:20]=2[F:26])=[O:17])[CH:11]=[CH:12][C:13]=1[OH:14].C1(P(C2C=CC=CC=2)C2C=CC=CC=2)C=CC=CC=1.O[CH2:47][CH2:48][N:49]1[CH2:53][CH2:52][CH2:51][CH2:50]1.N(C(OC(C)C)=O)=NC(OC(C)C)=O. The catalyst is C1COCC1. The product is [Cl:1][C:2]1[CH:6]=[N:5][N:4]([CH3:7])[C:3]=1[C:8]1[CH:9]=[C:10]([NH:15][C:16]([NH:18][C:19]2[CH:24]=[CH:23][C:22]([F:25])=[CH:21][C:20]=2[F:26])=[O:17])[CH:11]=[CH:12][C:13]=1[O:14][CH2:47][CH2:48][N:49]1[CH2:53][CH2:52][CH2:51][CH2:50]1. The yield is 0.528. (7) The reactants are [N+:1]([C:4]1[CH:14]=[CH:13][C:7]2[NH:8][C:9](=[O:12])[CH2:10][S:11][C:6]=2[CH:5]=1)([O-:3])=[O:2].[C:15](=O)([O-])[O-].[K+].[K+].IC.O. The catalyst is CN(C=O)C. The product is [CH3:15][N:8]1[C:7]2[CH:13]=[CH:14][C:4]([N+:1]([O-:3])=[O:2])=[CH:5][C:6]=2[S:11][CH2:10][C:9]1=[O:12]. The yield is 0.900. (8) The yield is 0.570. The reactants are [OH:1][C:2]1[C:7]([C:8]([OH:10])=O)=[CH:6][N:5]=[C:4]([C:11]2[N:12]=[N:13][CH:14]=[CH:15][CH:16]=2)[N:3]=1.[Br:17][C:18]1[CH:23]=[CH:22][C:21]([C:24]([NH2:27])([CH3:26])[CH3:25])=[CH:20][CH:19]=1.CN(C(ON1N=NC2C=CC=NC1=2)=[N+](C)C)C.F[P-](F)(F)(F)(F)F.CCN(C(C)C)C(C)C. The catalyst is CN(C=O)C. The product is [Br:17][C:18]1[CH:19]=[CH:20][C:21]([C:24]([NH:27][C:8]([C:7]2[C:2]([OH:1])=[N:3][C:4]([C:11]3[N:12]=[N:13][CH:14]=[CH:15][CH:16]=3)=[N:5][CH:6]=2)=[O:10])([CH3:25])[CH3:26])=[CH:22][CH:23]=1. (9) The reactants are [CH2:1]([N:8]1[CH:16]=[C:15]2[C:10]([CH:11]=[C:12]([C:17]3[CH:18]=[C:19]([CH:27]4[O:32][CH2:31][CH2:30][NH:29][CH2:28]4)[N:20]4[C:25]=3[C:24]([NH2:26])=[N:23][CH:22]=[N:21]4)[CH:13]=[CH:14]2)=[N:9]1)[C:2]1[CH:7]=[CH:6][CH:5]=[CH:4][CH:3]=1.F[P-](F)(F)(F)(F)F.N1(O[P+](N(C)C)(N(C)C)N(C)C)C2C=CC=CC=2N=N1.[CH3:60][N:61]1[CH2:66]C[O:64][CH2:63][CH2:62]1.Cl.CN(C)CC(O)=O.C[O-].[Na+].N. The catalyst is C1COCC1.CO.C(Cl)Cl. The product is [CH2:1]([N:8]1[CH:16]=[C:15]2[C:10]([CH:11]=[C:12]([C:17]3[CH:18]=[C:19]([CH:27]4[O:32][CH2:31][CH2:30][N:29]([C:63](=[O:64])[CH2:62][N:61]([CH3:66])[CH3:60])[CH2:28]4)[N:20]4[C:25]=3[C:24]([NH2:26])=[N:23][CH:22]=[N:21]4)[CH:13]=[CH:14]2)=[N:9]1)[C:2]1[CH:7]=[CH:6][CH:5]=[CH:4][CH:3]=1. The yield is 0.710. (10) The reactants are [CH3:1][N:2]1[C:6]([C:7]([OH:9])=O)=[CH:5][C:4]([C:10]([F:13])([F:12])[F:11])=[N:3]1.C(Cl)(=O)C(Cl)=O.[NH2:20][C:21]1[CH:22]=[C:23]([CH:40]=[CH:41][CH:42]=1)[O:24][C:25]1[CH:26]=[CH:27][C:28]2[N:29]([CH:31]=[C:32]([NH:34][C:35]([CH:37]3[CH2:39][CH2:38]3)=[O:36])[N:33]=2)[N:30]=1.C(N(CC)CC)C. The catalyst is CN(C)C=O.O1CCCC1. The product is [CH:37]1([C:35]([NH:34][C:32]2[N:33]=[C:28]3[CH:27]=[CH:26][C:25]([O:24][C:23]4[CH:22]=[C:21]([NH:20][C:7]([C:6]5[N:2]([CH3:1])[N:3]=[C:4]([C:10]([F:13])([F:12])[F:11])[CH:5]=5)=[O:9])[CH:42]=[CH:41][CH:40]=4)=[N:30][N:29]3[CH:31]=2)=[O:36])[CH2:38][CH2:39]1. The yield is 0.780.